From a dataset of Experimentally validated miRNA-target interactions with 360,000+ pairs, plus equal number of negative samples. Binary Classification. Given a miRNA mature sequence and a target amino acid sequence, predict their likelihood of interaction. (1) The miRNA is rno-miR-181a-5p with sequence AACAUUCAACGCUGUCGGUGAGU. The protein sequence of the target gene is MSDTWSSIQAHKKQLDSLRERLQRRRKQDSGHLDLRNPEAALSPTFRSDSPVPTAPTSGGPKPSTASAVPELATDPELEKKLLHHLSDLALTLPTDAVSICLAISTPDAPATQDGVESLLQKFAAQELIEVKRGLLQDDAHPTLVTYADHSKLSAMMGAVAEKKGPGEVAGTVTGQKRRAEQDSTTVAAFASSLVSGLNSSASEPAKEPAKKSRKHAASDVDLEIESLLNQQSTKEQQSKKVSQEILELLNTTTAKEQSIVEKFRSRGRAQVQEFCDYGTKEECMKASDADRPCRKLHFR.... Result: 0 (no interaction). (2) Result: 0 (no interaction). The miRNA is hsa-miR-8088 with sequence CCUCGGUACUGGAAAGGGGUA. The protein sequence of the target gene is MGSQHSAAARPSSCRRKQEDDRDGLLAEREQEEAIAQFPYVEFTGRDSITCLTCQGTGYIPTEQVNELVALIPHSDQRLRPQRTKQYVLLSILLCLLASGLVVFFLFPHSVLVDDDGIKVVKVTFNKQDSLVILTIMATLKIRNSNFYTVAVTSLSSQIQYMNTVVSTYVTTNVSLIPPRSEQLVNFTGKAEMGGPFSYVYFFCTVPEILVHNIVIFMRTSVKISYIGLMTQSSLETHHYVDCGGNSTAI. (3) The miRNA is hsa-miR-4785 with sequence AGAGUCGGCGACGCCGCCAGC. The protein sequence of the target gene is MASSLNEDPEGSRITYVKGDLFACPKTDSLAHCISEDCRMGAGIAVLFKKKFGGVQELLNQQKKSGEVAVLKRDGRYIYYLITKKRASHKPTYENLQKSLEAMKSHCLKNGVTDLSMPRIGCGLDRLQWENVSAMIEEVFEATDIKITVYTL. Result: 0 (no interaction). (4) The miRNA is hsa-miR-181a-5p with sequence AACAUUCAACGCUGUCGGUGAGU. The protein sequence of the target gene is MEENDPKPGEAAAAVEGQRQPESSPGGGSGGGGGSSPGEADTGRRRALMLPAVLQAPGNHQHPHRITNFFIDNILRPEFGRRKDAGTCCAGAGGGRGGGAGGEGGASGAEGGGGAGGSEQLLGSGSREPRQNPPCAPGAGGPLPAAGSDSPGDGEGGSKTLSLHGGAKKGGDPGGPLDGSLKARGLGGGDLSVSSDSDSSQAGANLGAQPMLWPAWVYCTRYSDRPSSGPRSRKPKKKNPNKEDKRPRTAFTAEQLQRLKAEFQTNRYLTEQRRQSLAQELSLNESQIKIWFQNKRAKIK.... Result: 1 (interaction). (5) The miRNA is hsa-miR-491-3p with sequence CUUAUGCAAGAUUCCCUUCUAC. The protein sequence of the target gene is MPVLSRPRPWRGNTLKRTAVLLALAAYGAHKVYPLVRQCLAPARGLQAPAGEPTQEASGVAAAKAGMNRVFLQRLLWLLRLLFPRVLCRETGLLALHSAALVSRTFLSVYVARLDGRLARCIVRKDPRAFGWQLLQWLLIALPATFVNSAIRYLEGQLALSFRSRLVAHAYRLYFSQQTYYRVSNMDGRLRNPDQSLTEDVVAFAASVAHLYSNLTKPLLDVAVTSYTLLRAARSRGAGTAWPSAIAGLVVFLTANVLRAFSPKFGELVAEEARRKGELRYMHSRVVANSEEIAFYGGHE.... Result: 0 (no interaction). (6) The miRNA is hsa-miR-4767 with sequence CGCGGGCGCUCCUGGCCGCCGCC. The protein sequence of the target gene is MAFAVIRACSRVGRGGLYKRLGGPPRGTRRQRQRPRQGRQGASRSIAEQRSAAPRPPTGPPARYPSPAASARASEARRHPAADLDPPPGEPQAVASRGTPEPRPPPESPGAPPPPGSAPADGAMAAAKPGELMGICSSYQAVMPHFVCLTDEFPQPVRPAKLPKGKGRLRRPRQSRFKTQPVTFDEIQEVEEEGVSPMEEEKAKKSFLQSLECLRRSTQSLSLQREPLGQLQTEEQPGLQRLRLGPVRR. Result: 0 (no interaction).